This data is from Full USPTO retrosynthesis dataset with 1.9M reactions from patents (1976-2016). The task is: Predict the reactants needed to synthesize the given product. (1) Given the product [CH3:19][N:6]1[C:5]2[C:10](=[CH:11][C:2]([B:23]3[O:24][C:25]([CH3:27])([CH3:26])[C:21]([CH3:37])([CH3:20])[O:22]3)=[CH:3][CH:4]=2)[N:9]([C:12]([O:14][C:15]([CH3:18])([CH3:17])[CH3:16])=[O:13])[CH2:8][CH2:7]1, predict the reactants needed to synthesize it. The reactants are: Br[C:2]1[CH:11]=[C:10]2[C:5]([N:6]([CH3:19])[CH2:7][CH2:8][N:9]2[C:12]([O:14][C:15]([CH3:18])([CH3:17])[CH3:16])=[O:13])=[CH:4][CH:3]=1.[CH3:20][C:21]1([CH3:37])[C:25]([CH3:27])([CH3:26])[O:24][B:23]([B:23]2[O:24][C:25]([CH3:27])([CH3:26])[C:21]([CH3:37])([CH3:20])[O:22]2)[O:22]1.CC([O-])=O.[K+].C(Cl)Cl. (2) Given the product [NH2:18][C:19]1[N:24]=[C:23]([C:25]([NH:17][CH:15]([C:5]2[CH:6]=[N:7][C:8]([O:9][CH2:10][C:11]([F:12])([F:13])[F:14])=[C:3]([Cl:2])[CH:4]=2)[CH3:16])=[O:26])[CH:22]=[CH:21][N:20]=1, predict the reactants needed to synthesize it. The reactants are: Cl.[Cl:2][C:3]1[CH:4]=[C:5]([CH:15]([NH2:17])[CH3:16])[CH:6]=[N:7][C:8]=1[O:9][CH2:10][C:11]([F:14])([F:13])[F:12].[NH2:18][C:19]1[N:24]=[C:23]([C:25](O)=[O:26])[CH:22]=[CH:21][N:20]=1.